Dataset: Full USPTO retrosynthesis dataset with 1.9M reactions from patents (1976-2016). Task: Predict the reactants needed to synthesize the given product. (1) Given the product [CH3:1][O:2][C:3](=[O:16])[C:4]1[CH:9]=[CH:8][C:7]([C:10]([F:13])([F:12])[F:11])=[N:6][C:5]=1[NH:14][NH:15][C:19](=[O:20])[CH2:18][CH3:17], predict the reactants needed to synthesize it. The reactants are: [CH3:1][O:2][C:3](=[O:16])[C:4]1[CH:9]=[CH:8][C:7]([C:10]([F:13])([F:12])[F:11])=[N:6][C:5]=1[NH:14][NH2:15].[CH2:17]1C[O:20][CH2:19][CH2:18]1.C(N(CC)CC)C.C(Cl)(=O)CC. (2) Given the product [ClH:39].[NH2:23][C@@H:20]1[CH2:21][CH2:22][N:18]([C:3]2[C:2]([Br:1])=[CH:7][N:6]=[C:5]3[NH:8][CH:9]=[C:10]([NH:11][C:12](=[O:17])[C@@H:13]([O:15][CH3:16])[CH3:14])[C:4]=23)[CH2:19]1, predict the reactants needed to synthesize it. The reactants are: [Br:1][C:2]1[C:3]([N:18]2[CH2:22][CH2:21][C@@H:20]([NH:23]C(=O)OC(C)(C)C)[CH2:19]2)=[C:4]2[C:10]([NH:11][C:12](=[O:17])[C@@H:13]([O:15][CH3:16])[CH3:14])=[CH:9][NH:8][C:5]2=[N:6][CH:7]=1.C(O)(C(F)(F)F)=O.C(Cl)[Cl:39]. (3) Given the product [CH2:21]([O:22][C:23]1[CH:28]=[C:27]([O:29][CH3:30])[C:26]([C:31]([N:33]2[CH2:37][C:36](=[CH2:38])[CH2:35][C@H:34]2[CH2:39][OH:40])=[O:32])=[CH:25][C:24]=1[N+:48]([O-:50])=[O:49])[CH2:20][CH2:19][O:51][C:52]1[CH:57]=[C:56]([O:58][CH3:59])[C:55]([C:60]([N:62]2[CH2:66][C:65](=[CH2:67])[CH2:64][CH:63]2[CH2:68][OH:69])=[O:61])=[CH:54][C:53]=1[N+:77]([O-:79])=[O:78], predict the reactants needed to synthesize it. The reactants are: CCCC[N+](CCCC)(CCCC)CCCC.[F-].[CH2:19]([O:51][C:52]1[CH:57]=[C:56]([O:58][CH3:59])[C:55]([C:60]([N:62]2[CH2:66][C:65](=[CH2:67])[CH2:64][C@H:63]2[CH2:68][O:69][Si](C(C)(C)C)(C)C)=[O:61])=[CH:54][C:53]=1[N+:77]([O-:79])=[O:78])[CH2:20][CH2:21][O:22][C:23]1[CH:28]=[C:27]([O:29][CH3:30])[C:26]([C:31]([N:33]2[CH2:37][C:36](=[CH2:38])[CH2:35][CH:34]2[CH2:39][O:40][Si](C(C)(C)C)(C)C)=[O:32])=[CH:25][C:24]=1[N+:48]([O-:50])=[O:49].[NH4+].[Cl-]. (4) The reactants are: [Cl:1][C:2]1[CH:7]=[CH:6][C:5]([C:8]2[S:12][C:11]([C:13](N(OC)C)=[O:14])=[C:10]([C:19]3[CH:24]=[CH:23][C:22]([S:25](=[O:32])(=[O:31])[N:26]=CN(C)C)=[CH:21][CH:20]=3)[C:9]=2[N:33]([CH3:35])[CH3:34])=[CH:4][CH:3]=1.[CH2:36]1COC[CH2:37]1. Given the product [Cl:1][C:2]1[CH:3]=[CH:4][C:5]([C:8]2[S:12][C:11]([C:13](=[O:14])[CH2:36][CH3:37])=[C:10]([C:19]3[CH:24]=[CH:23][C:22]([S:25]([NH2:26])(=[O:31])=[O:32])=[CH:21][CH:20]=3)[C:9]=2[N:33]([CH3:34])[CH3:35])=[CH:6][CH:7]=1, predict the reactants needed to synthesize it. (5) Given the product [CH3:15][O:16][C:17]1[CH:22]=[CH:21][CH:20]=[CH:19][C:18]=1[S:23]([NH:10][CH2:9][C:8]1[CH:11]=[CH:12][CH:13]=[CH:14][C:7]=1[CH:33]1[CH2:35][CH2:37][CH2:32][CH2:31][NH:30]1)(=[O:25])=[O:24], predict the reactants needed to synthesize it. The reactants are: N1([C:7]2[CH:14]=[CH:13][CH:12]=[CH:11][C:8]=2[CH2:9][NH2:10])CCCCC1.[CH3:15][O:16][C:17]1[CH:22]=[CH:21][CH:20]=[CH:19][C:18]=1[S:23](Cl)(=[O:25])=[O:24].C([N:30]([CH:33]([CH3:35])C)[CH2:31][CH3:32])(C)C.Cl[CH2:37]Cl. (6) Given the product [O:24]1[CH2:22][C@@H:23]1[C:25]1[CH:30]=[CH:29][C:28]([C:31]#[N:32])=[CH:27][CH:26]=1, predict the reactants needed to synthesize it. The reactants are: P([O-])([O-])([O-])=O.[Na+].[Na+].[Na+].O=C[C@@H]([C@H]([C@@H]([C@@H](CO)O)O)O)O.Br[CH2:22][C:23]([C:25]1[CH:30]=[CH:29][C:28]([C:31]#[N:32])=[CH:27][CH:26]=1)=[O:24].CC([O-])(C)C.[Na+]. (7) Given the product [CH3:27][C:21]([N:9]1[CH2:10][CH2:11][C:5]2([C:4](=[O:12])[NH:3][CH:2]([CH3:1])[CH2:6]2)[CH2:7][CH2:8]1)([CH3:28])[C:22]([O:24][CH2:25][CH3:26])=[O:23], predict the reactants needed to synthesize it. The reactants are: [CH3:1][CH:2]1[CH2:6][C:5]2([CH2:11][CH2:10][NH:9][CH2:8][CH2:7]2)[C:4](=[O:12])[NH:3]1.C(N(CC)CC)C.Br[C:21]([CH3:28])([CH3:27])[C:22]([O:24][CH2:25][CH3:26])=[O:23].